Dataset: Experimentally validated miRNA-target interactions with 360,000+ pairs, plus equal number of negative samples. Task: Binary Classification. Given a miRNA mature sequence and a target amino acid sequence, predict their likelihood of interaction. (1) The miRNA is hsa-miR-128-3p with sequence UCACAGUGAACCGGUCUCUUU. The protein sequence of the target gene is MHTTQKDTTYTKIFVGGLPYHTTDASLRKYFEVFGEIEEAVVITDRQTGKSRGYGFVTMADRAAAERACKDPNPIIDGRKANVNLAYLGAKPRIMQPGFAFGVQQLHPALIQRPFGIPAHYVYPQAFVQPGVVIPHVQPTAAAASTTPYIDYTGAAYAQYSAAAAAAAAAAAYDQYPYAASPAAAGYVTAGGYGYAVQQPITAAAPGTAAAAAAAAAAAAAFGQYQPQQLQTDRMQ. Result: 1 (interaction). (2) The miRNA is ssc-miR-126-5p with sequence CAUUAUUACUUUUGGUACGCG. The protein sequence of the target gene is MDEDEFELQPQEPNSFFDGIGADATHMDGDQIVVEIQEAVFVSNIVDSDITVHNFVPDDPDSVVIQDVVEDVVIEEDVQCSDILEEADVSENVIIPEQVLDSDVTEEVSLPHCTVPDDVLASDITSTSMSMPEHVLTSESMHVCDIGHVEHMVHDSVVEAEIITDPLTSDIVSEEVLVADCAPEAVIDASGISVDQQDNDKASCEDYLMISLDDAGKIEHDGSTGVTIDAESEMDPCKVDSTCPEVIKVYIFKADPGEDDLGGTVDIVESEPENDHGVELLDQNSSIRVPREKMVYMTVN.... Result: 0 (no interaction). (3) The miRNA is hsa-miR-1246 with sequence AAUGGAUUUUUGGAGCAGG. The protein sequence of the target gene is MKEKSKNAARTRREKENSEFYELAKLLPLPSAITSQLDKASIIRLTTSYLKMRVVFPEGLGEAWGHSSRTSPLDNVGRELGSHLLQTLDGFIFVVAPDGKIMYISETASVHLGLSQVELTGNSIYEYIHPADHDEMTAVLTAHQPYHSHFVQEYEIERSFFLRMKCVLAKRNAGLTCGGYKVIHCSGYLKIRQYSLDMSPFDGCYQNVGLVAVGHSLPPSAVTEIKLHSNMFMFRASLDMKLIFLDSRVAELTGYEPQDLIEKTLYHHVHGCDTFHLRCAHHLLLVKGQVTTKYYRFLAK.... Result: 0 (no interaction). (4) The miRNA is hsa-miR-4328 with sequence CCAGUUUUCCCAGGAUU. The protein sequence of the target gene is MSSSMWYIMQSIQSKYSLSERLIRTIAAIRSFPHDNVEDLIRGGADVNCTHGTLKPLHCACMVSDADCVELLLEKGAEVNALDGYNRTALHYAAEKDEACVEVLLEYGANPNALDGNRDTPLHWAAFKNNAECVRALLESGASVNALDYNNDTPLSWAAMKGNLESVSILLDYGAEVRVINLIGQTPISRLVALLVRGLGTEKEDSCFELLHRAVGHFELRKNGTMPREVARDPQLCEKLTVLCSAPGTLKTLARYAVRRSLGLQYLPDAVKGLPLPASLKEYLLLLE. Result: 1 (interaction). (5) The protein sequence of the target gene is MAVLFLLLFLCGTPQAADNMQAIYVALGEAVELPCPSPPTLHGDEHLSWFCSPAAGSFTTLVAQVQVGRPAPDPGKPGRESRLRLLGNYSLWLEGSKEEDAGRYWCAVLGQHHNYQNWRVYDVLVLKGSQLSARAADGSPCNVLLCSVVPSRRMDSVTWQEGKGPVRGRVQSFWGSEAALLLVCPGEGLSEPRSRRPRIIRCLMTHNKGVSFSLAASIDASPALCAPSTGWDMPWILMLLLTMGQGVVILALSIVLWRQRVRGAPGRDASIPQFKPEIQVYENIHLARLGPPAHKPR. The miRNA is hsa-miR-133a-3p with sequence UUUGGUCCCCUUCAACCAGCUG. Result: 0 (no interaction). (6) The miRNA is hsa-miR-499a-3p with sequence AACAUCACAGCAAGUCUGUGCU. The protein sequence of the target gene is MRKHVLAASFSMLSLLVIMGDTDSKTDSSFIMDSDPRRCMRHHYVDSISHPLYKCSSKMVLLARCEGHCSQASRSEPLVSFSTVLKQPFRSSCHCCRPQTSKLKALRLRCSGGMRLTATYRYILSCHCEECNS. Result: 0 (no interaction). (7) The miRNA is hsa-miR-548ar-3p with sequence UAAAACUGCAGUUAUUUUUGC. The protein sequence of the target gene is MENVPKENKVVEKAPVQNEAPALGGGEYQEPGGNVKGVWAPPAPGFGEDVPNRLVDNIDMIDGDGDDMERFMEEMRELRRKIRELQLRYSLRILIGDPPHHDHHDEFCLMP. Result: 0 (no interaction). (8) Result: 1 (interaction). The protein sequence of the target gene is MPRYTVHVRGEWLAVPCQDAQLTVGWLGREAVRRYIKNKPDNGGFTSVDDAHFLVRRCKGLGLLDNEDRLEVALENNEFVEVVIEGDAMSPDFIPSQPEGVYLYSKYREPEKYIELDGDRLTTEDLVNLGKGRYKIKLTPTAEKRVQKSREVIDSIIKEKTVVYGITTGFGKFARTVIPINKLQELQVNLVRSHSSGVGKPLSPERCRMLLALRINVLAKGYSGISLETLKQVIEMFNASCLPYVPEKGTVGASGDLAPLSHLALGLVGEGKMWSPKSGWADAKYVLEAHGLKPVILKPK.... The miRNA is hsa-miR-128-3p with sequence UCACAGUGAACCGGUCUCUUU.